From a dataset of Forward reaction prediction with 1.9M reactions from USPTO patents (1976-2016). Predict the product of the given reaction. (1) Given the reactants [C:1]([O:5][C:6](=[O:33])[NH:7][CH2:8][CH2:9][NH:10][CH:11]1[CH:15]([O:16][Si:17]([C:20]([CH3:23])([CH3:22])[CH3:21])([CH3:19])[CH3:18])[CH2:14][N:13]([C:24](=[O:32])[C:25]2[CH:30]=[CH:29][C:28]([Cl:31])=[CH:27][CH:26]=2)[CH2:12]1)([CH3:4])([CH3:3])[CH3:2].CCN(C(C)C)C(C)C.[Cl:43][CH2:44][C:45](Cl)=[O:46], predict the reaction product. The product is: [C:1]([O:5][C:6](=[O:33])[NH:7][CH2:8][CH2:9][N:10]([CH:11]1[CH:15]([O:16][Si:17]([C:20]([CH3:23])([CH3:22])[CH3:21])([CH3:18])[CH3:19])[CH2:14][N:13]([C:24](=[O:32])[C:25]2[CH:26]=[CH:27][C:28]([Cl:31])=[CH:29][CH:30]=2)[CH2:12]1)[C:45](=[O:46])[CH2:44][Cl:43])([CH3:2])([CH3:3])[CH3:4]. (2) Given the reactants [Cl:1][C:2]1[C:7]([NH:8][C:9](=O)C(C)(C)C)=[CH:6][CH:5]=[C:4]([C:15]([F:18])([F:17])[F:16])[N:3]=1.C1COCC1.[H-].[Na+].CI, predict the reaction product. The product is: [Cl:1][C:2]1[C:7]([NH:8][CH3:9])=[CH:6][CH:5]=[C:4]([C:15]([F:16])([F:17])[F:18])[N:3]=1. (3) Given the reactants [Cl:1][C:2]1[CH:10]=[CH:9][CH:8]=[CH:7][C:3]=1[C:4]([OH:6])=O.[F:11][C:12]([F:31])([F:30])[C:13]1([CH2:16][CH:17]([C:20]2[CH:21]=[CH:22][C:23]([C:26]([F:29])([F:28])[F:27])=[N:24][CH:25]=2)[CH2:18][NH2:19])[CH2:15][CH2:14]1, predict the reaction product. The product is: [Cl:1][C:2]1[CH:10]=[CH:9][CH:8]=[CH:7][C:3]=1[C:4]([NH:19][CH2:18][CH:17]([C:20]1[CH:21]=[CH:22][C:23]([C:26]([F:29])([F:27])[F:28])=[N:24][CH:25]=1)[CH2:16][C:13]1([C:12]([F:11])([F:30])[F:31])[CH2:15][CH2:14]1)=[O:6]. (4) Given the reactants [CH3:1][C:2]([OH:5])([CH3:4])[CH3:3].[H-].[Na+].[CH2:8]([O:10][C:11](=[O:17])[CH2:12][C:13](=[O:16])[CH2:14]Cl)[CH3:9], predict the reaction product. The product is: [CH2:8]([O:10][C:11](=[O:17])[CH2:12][C:13](=[O:16])[CH2:14][O:5][C:2]([CH3:4])([CH3:3])[CH3:1])[CH3:9].